Predict the reactants needed to synthesize the given product. From a dataset of Full USPTO retrosynthesis dataset with 1.9M reactions from patents (1976-2016). The reactants are: [CH3:1][O:2][C:3]1[CH:4]=[C:5]2[C:10](=[CH:11][C:12]=1[O:13][CH3:14])[N:9]=[CH:8][CH:7]=[C:6]2[O:15][C:16]1[CH:22]=[CH:21][C:19]([NH2:20])=[CH:18][CH:17]=1.C1(C)C=CC=CC=1.C(N(CC)CC)C.Cl[C:38](Cl)([O:40][C:41](=[O:47])OC(Cl)(Cl)Cl)Cl.[CH3:49][C:50]1[CH:55]=[CH:54][C:53]([CH3:56])=[CH:52][C:51]=1[S:57][CH2:58]CO. Given the product [CH3:1][O:2][C:3]1[CH:4]=[C:5]2[C:10](=[CH:11][C:12]=1[O:13][CH3:14])[N:9]=[CH:8][CH:7]=[C:6]2[O:15][C:16]1[CH:22]=[CH:21][C:19]([NH:20][C:41](=[O:47])[O:40][CH2:38][CH2:58][S:57][C:51]2[CH:52]=[C:53]([CH3:56])[CH:54]=[CH:55][C:50]=2[CH3:49])=[CH:18][CH:17]=1, predict the reactants needed to synthesize it.